Dataset: Full USPTO retrosynthesis dataset with 1.9M reactions from patents (1976-2016). Task: Predict the reactants needed to synthesize the given product. (1) Given the product [CH3:19][C:16]1[S:17][CH:18]=[C:14]([C:7]2[C:6]3[C:11](=[CH:12][C:3]([CH:2]=[O:1])=[CH:4][CH:5]=3)[O:10][C:9](=[O:13])[CH:8]=2)[N:15]=1, predict the reactants needed to synthesize it. The reactants are: [OH:1][CH2:2][C:3]1[CH:12]=[C:11]2[C:6]([C:7]([C:14]3[N:15]=[C:16]([CH3:19])[S:17][CH:18]=3)=[CH:8][C:9](=[O:13])[O:10]2)=[CH:5][CH:4]=1. (2) Given the product [C:8]([NH:16][C:17]1[CH:29]=[C:28]([O:30][C:31]2[CH:36]=[CH:35][CH:34]=[C:33]([N+:37]([O-:39])=[O:38])[CH:32]=2)[CH:27]=[CH:26][C:18]=1[C:19]([OH:21])=[O:20])(=[O:15])[C:9]1[CH:10]=[CH:11][CH:12]=[CH:13][CH:14]=1, predict the reactants needed to synthesize it. The reactants are: FC(F)(F)C(O)=O.[C:8]([NH:16][C:17]1[CH:29]=[C:28]([O:30][C:31]2[CH:36]=[CH:35][CH:34]=[C:33]([N+:37]([O-:39])=[O:38])[CH:32]=2)[CH:27]=[CH:26][C:18]=1[C:19]([O:21]C(C)(C)C)=[O:20])(=[O:15])[C:9]1[CH:14]=[CH:13][CH:12]=[CH:11][CH:10]=1.